Task: Predict which catalyst facilitates the given reaction.. Dataset: Catalyst prediction with 721,799 reactions and 888 catalyst types from USPTO (1) Product: [CH3:16][O:15][C:13](=[O:14])[CH2:12][C:11]1[C:2]([F:1])=[CH:3][CH:4]=[C:5]2[C:10]=1[N:9]=[C:8]([O:17][CH3:18])[CH:7]=[CH:6]2. The catalyst class is: 5. Reactant: [F:1][C:2]1[C:11]([CH2:12][C:13]([O:15][CH3:16])=[O:14])=[C:10]2[C:5]([CH:6]=[CH:7][C:8](=[O:17])[NH:9]2)=[CH:4][CH:3]=1.[C:18](#N)C.C(N(CC)CC)C.C[Si](C=[N+]=[N-])(C)C. (2) Reactant: [CH:1]1[C:13]2[CH:12]([CH2:14][O:15][C:16]([NH:18][C@H:19]([CH2:23][NH:24][C:25]([O:27][C:28]([CH3:31])([CH3:30])[CH3:29])=[O:26])[C:20](O)=[O:21])=[O:17])[C:11]3[C:6](=[CH:7][CH:8]=[CH:9][CH:10]=3)[C:5]=2[CH:4]=[CH:3][CH:2]=1.C1(C)C=CC(S(O)(=O)=O)=CC=1.[CH2:43]([O:46][C:47](=[O:54])[C@H:48]([CH2:50][CH:51]([CH3:53])[CH3:52])[NH2:49])[CH:44]=[CH2:45].ON1C2N=CC=CC=2N=N1.CN1CCOCC1.C(Cl)CCl. Product: [CH:10]1[C:11]2[CH:12]([CH2:14][O:15][C:16]([NH:18][C@@H:19]([CH2:23][NH:24][C:25]([O:27][C:28]([CH3:31])([CH3:30])[CH3:29])=[O:26])[C:20]([NH:49][C@@H:48]([CH2:50][CH:51]([CH3:52])[CH3:53])[C:47]([O:46][CH2:43][CH:44]=[CH2:45])=[O:54])=[O:21])=[O:17])[C:13]3[C:5](=[CH:4][CH:3]=[CH:2][CH:1]=3)[C:6]=2[CH:7]=[CH:8][CH:9]=1. The catalyst class is: 2. (3) Reactant: [C:1]([NH:6][CH2:7][CH2:8][CH2:9][CH2:10][CH2:11][CH2:12][CH2:13][CH2:14][CH2:15][CH2:16][C:17]([OH:19])=[O:18])(=[O:5])[C:2]([CH3:4])=[CH2:3].[C:20]([O:25][CH2:26][CH2:27][N:28]([CH3:30])[CH3:29])(=[O:24])[C:21]([CH3:23])=[CH2:22].N(C(C)(C)C#N)=NC(C)(C)C#N. Product: [C:1]([NH:6][CH2:7][CH2:8][CH2:9][CH2:10][CH2:11][CH2:12][CH2:13][CH2:14][CH2:15][CH2:16][C:17]([OH:19])=[O:18])(=[O:5])[C:2]([CH3:4])=[CH2:3].[C:20]([O:25][CH2:26][CH2:27][N:28]([CH3:30])[CH3:29])(=[O:24])[C:21]([CH3:23])=[CH2:22]. The catalyst class is: 5. (4) Reactant: [Cl:1][C:2]1[C:3]([CH:8]([C:17]2[CH:26]=[C:25]3[C:20]([CH:21]=[CH:22][C:23]([C:27]4[CH:32]=[CH:31][CH:30]=[CH:29][CH:28]=4)=[N:24]3)=[CH:19][CH:18]=2)[NH:9][C:10]([CH:12]2[CH2:15][C:14](=[CH2:16])[CH2:13]2)=O)=[N:4][CH:5]=[CH:6][N:7]=1.CN(C=O)C. Product: [Cl:1][C:2]1[C:3]2[N:4]([C:10]([CH:12]3[CH2:15][C:14](=[CH2:16])[CH2:13]3)=[N:9][C:8]=2[C:17]2[CH:26]=[C:25]3[C:20]([CH:21]=[CH:22][C:23]([C:27]4[CH:32]=[CH:31][CH:30]=[CH:29][CH:28]=4)=[N:24]3)=[CH:19][CH:18]=2)[CH:5]=[CH:6][N:7]=1. The catalyst class is: 265. (5) The catalyst class is: 10. Product: [C:1]([O:9][CH2:10][C:11]1[CH:16]=[CH:15][CH:14]=[CH:13][C:12]=1[C:17]1[O:22][C:20]([CH3:21])=[CH:19][N:18]=1)(=[O:8])[C:2]1[CH:3]=[CH:4][CH:5]=[CH:6][CH:7]=1. Reactant: [C:1]([O:9][CH2:10][C:11]1[CH:16]=[CH:15][CH:14]=[CH:13][C:12]=1[C:17](=[O:22])[NH:18][CH2:19][C:20]#[CH:21])(=[O:8])[C:2]1[CH:7]=[CH:6][CH:5]=[CH:4][CH:3]=1. (6) Reactant: [Br:1][C:2]1[C:3]([CH3:9])=[N:4][C:5](Cl)=[N:6][CH:7]=1.[NH:10]1[CH2:15][CH2:14][CH:13]([OH:16])[CH2:12][CH2:11]1.C(N(C(C)C)C(C)C)C. Product: [Br:1][C:2]1[C:3]([CH3:9])=[N:4][C:5]([N:10]2[CH2:15][CH2:14][CH:13]([OH:16])[CH2:12][CH2:11]2)=[N:6][CH:7]=1. The catalyst class is: 351.